Dataset: NCI-60 drug combinations with 297,098 pairs across 59 cell lines. Task: Regression. Given two drug SMILES strings and cell line genomic features, predict the synergy score measuring deviation from expected non-interaction effect. (1) Drug 1: CS(=O)(=O)C1=CC(=C(C=C1)C(=O)NC2=CC(=C(C=C2)Cl)C3=CC=CC=N3)Cl. Drug 2: C(CC(=O)O)C(=O)CN.Cl. Cell line: SK-MEL-5. Synergy scores: CSS=-3.77, Synergy_ZIP=-2.95, Synergy_Bliss=-11.5, Synergy_Loewe=-14.7, Synergy_HSA=-14.4. (2) Drug 1: C1=C(C(=O)NC(=O)N1)N(CCCl)CCCl. Drug 2: CC(C)(C#N)C1=CC(=CC(=C1)CN2C=NC=N2)C(C)(C)C#N. Cell line: ACHN. Synergy scores: CSS=49.5, Synergy_ZIP=-6.08, Synergy_Bliss=-12.6, Synergy_Loewe=-12.1, Synergy_HSA=-11.4. (3) Drug 1: CC1C(C(CC(O1)OC2CC(CC3=C2C(=C4C(=C3O)C(=O)C5=C(C4=O)C(=CC=C5)OC)O)(C(=O)CO)O)N)O.Cl. Drug 2: N.N.Cl[Pt+2]Cl. Cell line: HCT-15. Synergy scores: CSS=48.2, Synergy_ZIP=-10.4, Synergy_Bliss=-4.76, Synergy_Loewe=-0.862, Synergy_HSA=-0.959. (4) Drug 1: CCC1(CC2CC(C3=C(CCN(C2)C1)C4=CC=CC=C4N3)(C5=C(C=C6C(=C5)C78CCN9C7C(C=CC9)(C(C(C8N6C=O)(C(=O)OC)O)OC(=O)C)CC)OC)C(=O)OC)O.OS(=O)(=O)O. Drug 2: CCN(CC)CCNC(=O)C1=C(NC(=C1C)C=C2C3=C(C=CC(=C3)F)NC2=O)C. Cell line: UO-31. Synergy scores: CSS=1.36, Synergy_ZIP=-2.15, Synergy_Bliss=-0.719, Synergy_Loewe=-0.526, Synergy_HSA=-0.223.